This data is from Forward reaction prediction with 1.9M reactions from USPTO patents (1976-2016). The task is: Predict the product of the given reaction. (1) Given the reactants [F:1][C:2]1[CH:8]=[CH:7][C:5]([NH2:6])=[CH:4][CH:3]=1.Cl[C:10]1[N:15]=[C:14]([NH:16][C:17]2[CH:22]=[CH:21][C:20]([N:23]3[CH:27]=[C:26]([CH3:28])[N:25]=[CH:24]3)=[C:19]([O:29][CH3:30])[CH:18]=2)[CH:13]=[CH:12][CH:11]=1, predict the reaction product. The product is: [F:1][C:2]1[CH:8]=[CH:7][C:5]([NH:6][C:10]2[CH:11]=[CH:12][CH:13]=[C:14]([NH:16][C:17]3[CH:22]=[CH:21][C:20]([N:23]4[CH:27]=[C:26]([CH3:28])[N:25]=[CH:24]4)=[C:19]([O:29][CH3:30])[CH:18]=3)[N:15]=2)=[CH:4][CH:3]=1. (2) Given the reactants [H-].C([Al+]CC(C)C)C(C)C.C[O:12][C:13]([C@@H:15]1[CH:19]=[CH:18][CH2:17][N:16]1[C:20]([O:22][C:23]([CH3:26])([CH3:25])[CH3:24])=[O:21])=O.C(OCC)(=O)C.C(C(C(C([O-])=O)O)O)([O-])=O.[K+].[Na+], predict the reaction product. The product is: [C:23]([O:22][C:20]([N:16]1[CH2:17][CH:18]=[CH:19][C@H:15]1[CH2:13][OH:12])=[O:21])([CH3:26])([CH3:25])[CH3:24]. (3) The product is: [F:30][C:27]([F:28])([F:29])[C:25]1[CH:24]=[CH:23][N:22]=[C:21]([N:18]2[CH2:17][CH2:16][CH:15]([CH2:14][NH:13][C:11]([C:8]3[CH:9]=[CH:10][C:5]([C:3]([OH:4])=[O:2])=[N:6][CH:7]=3)=[O:12])[CH2:20][CH2:19]2)[N:26]=1. Given the reactants C[O:2][C:3]([C:5]1[CH:10]=[CH:9][C:8]([C:11]([NH:13][CH2:14][CH:15]2[CH2:20][CH2:19][N:18]([C:21]3[N:26]=[C:25]([C:27]([F:30])([F:29])[F:28])[CH:24]=[CH:23][N:22]=3)[CH2:17][CH2:16]2)=[O:12])=[CH:7][N:6]=1)=[O:4].O.[OH-].[Li+], predict the reaction product. (4) Given the reactants [NH2:1][CH2:2][C:3]1[CH:8]=[CH:7][C:6]([OH:9])=[CH:5][CH:4]=1.CCN(C(C)C)C(C)C.Cl[C:20]1[N:25]=[C:24]([O:26][CH2:27][C:28]([F:31])([F:30])[F:29])[N:23]=[C:22]([NH:32][C:33]2[CH:42]=[CH:41][C:36]([C:37]([O:39][CH3:40])=[O:38])=[CH:35][CH:34]=2)[N:21]=1.CCOC(C)=O, predict the reaction product. The product is: [OH:9][C:6]1[CH:7]=[CH:8][C:3]([CH2:2][NH:1][C:20]2[N:25]=[C:24]([O:26][CH2:27][C:28]([F:31])([F:29])[F:30])[N:23]=[C:22]([NH:32][C:33]3[CH:42]=[CH:41][C:36]([C:37]([O:39][CH3:40])=[O:38])=[CH:35][CH:34]=3)[N:21]=2)=[CH:4][CH:5]=1. (5) The product is: [Cl:2][C:3]1[CH:17]=[CH:16][C:6]([CH2:7][C:8]2([CH2:14][NH2:15])[CH2:13][CH2:12][N:11]([C:19]3[C:20]4[CH:27]=[CH:26][NH:25][C:21]=4[N:22]=[CH:23][N:24]=3)[CH2:10][CH2:9]2)=[CH:5][CH:4]=1. Given the reactants Cl.[Cl:2][C:3]1[CH:17]=[CH:16][C:6]([CH2:7][C:8]2([CH2:14][NH2:15])[CH2:13][CH2:12][NH:11][CH2:10][CH2:9]2)=[CH:5][CH:4]=1.Cl[C:19]1[C:20]2[CH:27]=[CH:26][NH:25][C:21]=2[N:22]=[CH:23][N:24]=1.C(N(CC)CC)C, predict the reaction product.